From a dataset of M1 muscarinic receptor antagonist screen with 61,756 compounds. Binary Classification. Given a drug SMILES string, predict its activity (active/inactive) in a high-throughput screening assay against a specified biological target. (1) The compound is s1c(c(c(c1NC(=O)CSc1n(c(nn1)COc1ccccc1)C)C#N)C)C. The result is 0 (inactive). (2) The molecule is S(=O)(=O)(CC=1NC(=O)NC(C1C(OCC)=O)c1c(OCC)cccc1)c1ccccc1. The result is 0 (inactive). (3) The drug is Brc1cc2n(c(CN3CCN(CC3)CCO)c(c2cc1OC)C(OCC)=O)C. The result is 0 (inactive). (4) The result is 0 (inactive). The compound is O(C(=O)C(NC(=O)Nc1c(CC)cccc1)C)C. (5) The compound is O=C1N(CCN1Cc1ccc(cc1)C)CC(=O)N1CCc2c(C1)cccc2. The result is 0 (inactive). (6) The molecule is S(=O)(=O)(Nc1cc(OC)c(OC)cc1)c1ccc(NC(=O)C)cc1. The result is 0 (inactive). (7) The drug is O=C(n1c2c(cc1)cccc2)c1ccccc1. The result is 0 (inactive). (8) The drug is o1c(NCCCn2ccnc2)c(nc1c1ccc(OCc2ccccc2)cc1)C#N. The result is 0 (inactive). (9) The molecule is O=C(NC1C2CC(C1)CC2)CN1CCOCC1. The result is 0 (inactive). (10) The molecule is S(C(c1ccccc1)C(=O)Nn1cnnc1)c1ccccc1. The result is 0 (inactive).